This data is from Full USPTO retrosynthesis dataset with 1.9M reactions from patents (1976-2016). The task is: Predict the reactants needed to synthesize the given product. (1) Given the product [NH2:36][C:15]1[N:14]=[C:13]([NH:12][CH2:8][CH2:9][CH2:10][CH3:11])[N:21]=[C:20]2[C:16]=1[NH:17][C:18](=[O:34])[N:19]2[CH2:22][CH2:23][CH2:24][CH2:25][CH:26]1[CH2:31][CH2:30][O:29][C:28]([CH3:33])([CH3:32])[CH2:27]1, predict the reactants needed to synthesize it. The reactants are: Cl.O1CCOCC1.[CH2:8]([NH:12][C:13]1[N:21]=[C:20]2[C:16]([N:17]=[C:18]([O:34]C)[N:19]2[CH2:22][CH2:23][CH2:24][CH2:25][CH:26]2[CH2:31][CH2:30][O:29][C:28]([CH3:33])([CH3:32])[CH2:27]2)=[C:15]([NH2:36])[N:14]=1)[CH2:9][CH2:10][CH3:11]. (2) Given the product [Cl-:17].[CH3:1][C:2]1[CH:7]=[CH:6][C:5]([S+:8]([C:18]2[CH:23]=[CH:22][C:21]([CH3:24])=[CH:20][CH:19]=2)[C:10]2[CH:15]=[CH:14][C:13]([CH3:16])=[CH:12][CH:11]=2)=[CH:4][CH:3]=1, predict the reactants needed to synthesize it. The reactants are: [CH3:1][C:2]1[CH:7]=[CH:6][C:5]([S:8]([C:10]2[CH:15]=[CH:14][C:13]([CH3:16])=[CH:12][CH:11]=2)=O)=[CH:4][CH:3]=1.[Cl:17][C:18]1[CH:23]=[CH:22][C:21]([CH3:24])=[CH:20][CH:19]=1. (3) Given the product [C:1]1([C:7]2[N:24]=[C:23]([C:51]#[N:52])[C:22]3[C:9](=[CH:10][C:11]4[C:20]([CH:21]=3)=[CH:19][C:18]3[C:13](=[C:14]([C:57]#[N:55])[N:15]=[C:16]([C:26]5[CH:31]=[CH:30][CH:29]=[CH:28][CH:27]=5)[CH:17]=3)[CH:12]=4)[CH:8]=2)[CH:6]=[CH:5][CH:4]=[CH:3][CH:2]=1, predict the reactants needed to synthesize it. The reactants are: [C:1]1([C:7]2[N:24]=[C:23](Cl)[C:22]3[C:9](=[CH:10][C:11]4[C:20]([CH:21]=3)=[CH:19][C:18]3[C:13](=[C:14](Cl)[N:15]=[C:16]([C:26]5[CH:31]=[CH:30][CH:29]=[CH:28][CH:27]=5)[CH:17]=3)[CH:12]=4)[CH:8]=2)[CH:6]=[CH:5][CH:4]=[CH:3][CH:2]=1.C1OCCOCCOCCOCCOCCOC1.[C-:51]#[N:52].[K+].C[N:55]([CH:57]=O)C. (4) Given the product [C:2]([C:7]1[S:11][C:10]([CH2:12][N:13]2[CH:17]=[C:16]([NH:18][C:25]([C:23]3[N:24]=[C:20]([CH3:19])[O:21][C:22]=3[C:28]3[CH:33]=[CH:32][CH:31]=[C:30]([O:34][C:35]([F:37])([F:36])[F:38])[CH:29]=3)=[O:26])[CH:15]=[N:14]2)=[CH:9][CH:8]=1)(=[O:6])[CH3:1], predict the reactants needed to synthesize it. The reactants are: [CH3:1][C:2]1([C:7]2[S:11][C:10]([CH2:12][N:13]3[CH:17]=[C:16]([NH2:18])[CH:15]=[N:14]3)=[CH:9][CH:8]=2)[O:6]CCO1.[CH3:19][C:20]1[O:21][C:22]([C:28]2[CH:33]=[CH:32][CH:31]=[C:30]([O:34][C:35]([F:38])([F:37])[F:36])[CH:29]=2)=[C:23]([C:25](O)=[O:26])[N:24]=1. (5) Given the product [Br:1][C:2]1[CH:3]=[CH:4][C:5]2[CH:9]=[C:8]([C:19]3[CH:20]=[CH:21][C:22]([C:25]4[NH:29][C:28]([C@@H:30]5[CH2:34][CH2:33][CH2:32][N:31]5[C:35]([O:37][C:38]([CH3:41])([CH3:40])[CH3:39])=[O:36])=[N:27][CH:26]=4)=[CH:23][CH:24]=3)[S:7][C:6]=2[CH:10]=1, predict the reactants needed to synthesize it. The reactants are: [Br:1][C:2]1[CH:3]=[CH:4][C:5]2[CH:9]=[CH:8][S:7][C:6]=2[CH:10]=1.CC1(C)C(C)(C)OB([C:19]2[CH:24]=[CH:23][C:22]([C:25]3[NH:29][C:28]([C@@H:30]4[CH2:34][CH2:33][CH2:32][N:31]4[C:35]([O:37][C:38]([CH3:41])([CH3:40])[CH3:39])=[O:36])=[N:27][CH:26]=3)=[CH:21][CH:20]=2)O1.C(=O)([O-])[O-].[K+].[K+]. (6) Given the product [CH3:35][C:7]([S:9][C:10]1[S:11][CH:12]=[C:13]([CH2:15][CH2:16][NH:17][C:18]2[N:23]=[CH:22][C:21]([C:24]3[CH:25]=[CH:26][C:27]([O:30][C:31]([F:34])([F:32])[F:33])=[CH:28][CH:29]=3)=[CH:20][N:19]=2)[N:14]=1)([CH3:8])[C:6]([OH:36])=[O:5], predict the reactants needed to synthesize it. The reactants are: C([O:5][C:6](=[O:36])[C:7]([CH3:35])([S:9][C:10]1[S:11][CH:12]=[C:13]([CH2:15][CH2:16][NH:17][C:18]2[N:23]=[CH:22][C:21]([C:24]3[CH:29]=[CH:28][C:27]([O:30][C:31]([F:34])([F:33])[F:32])=[CH:26][CH:25]=3)=[CH:20][N:19]=2)[N:14]=1)[CH3:8])(C)(C)C.FC(F)(F)C(O)=O. (7) Given the product [Cl:1][C:2]1[N:3]=[C:4]([N:17]2[CH2:18][CH2:19][O:26][CH2:15][CH2:14]2)[C:5]2[N:11]=[C:10]([Cl:12])[CH:9]=[CH:8][C:6]=2[N:7]=1, predict the reactants needed to synthesize it. The reactants are: [Cl:1][C:2]1[N:3]=[C:4](Cl)[C:5]2[N:11]=[C:10]([Cl:12])[CH:9]=[CH:8][C:6]=2[N:7]=1.[CH:14]([N:17](C(C)C)[CH2:18][CH3:19])(C)[CH3:15].ClCCl.[OH2:26]. (8) Given the product [Cl:9][C:6]1[N:5]=[C:4]([NH2:10])[N:3]=[C:2]([NH:11][CH2:12][C:13]2[C:18]([CH3:19])=[C:17]([O:20][CH3:21])[C:16]([CH3:22])=[CH:15][N:14]=2)[C:7]=1[NH2:8], predict the reactants needed to synthesize it. The reactants are: Cl[C:2]1[C:7]([NH2:8])=[C:6]([Cl:9])[N:5]=[C:4]([NH2:10])[N:3]=1.[NH2:11][CH2:12][C:13]1[C:18]([CH3:19])=[C:17]([O:20][CH3:21])[C:16]([CH3:22])=[CH:15][N:14]=1.